Dataset: Full USPTO retrosynthesis dataset with 1.9M reactions from patents (1976-2016). Task: Predict the reactants needed to synthesize the given product. (1) Given the product [F:1][C:2]1[CH:7]=[CH:6][C:5]([C:8]2[NH:20][N:19]=[C:10]([C:11]([O:13][CH2:14][CH3:15])=[O:12])[CH:9]=2)=[CH:4][CH:3]=1, predict the reactants needed to synthesize it. The reactants are: [F:1][C:2]1[CH:7]=[CH:6][C:5]([C:8](=O)[CH2:9][C:10](=O)[C:11]([O:13][CH2:14][CH3:15])=[O:12])=[CH:4][CH:3]=1.O.[NH2:19][NH2:20].Cl.CCCCCC. (2) Given the product [F:28][C:7]1[CH:8]=[C:9]2[C:14](=[C:5]([C:3]([OH:4])=[O:2])[CH:6]=1)[NH:13][CH:12]([C:15]1[CH:20]=[CH:19][CH:18]=[C:17]([N:21]3[CH2:22][CH2:23][CH2:24][CH2:25]3)[CH:16]=1)[CH2:11][C:10]2([CH3:27])[CH3:26], predict the reactants needed to synthesize it. The reactants are: C[O:2][C:3]([C:5]1[CH:6]=[C:7]([F:28])[CH:8]=[C:9]2[C:14]=1[NH:13][CH:12]([C:15]1[CH:20]=[CH:19][CH:18]=[C:17]([N:21]3[CH2:25][CH2:24][CH2:23][CH2:22]3)[CH:16]=1)[CH2:11][C:10]2([CH3:27])[CH3:26])=[O:4].Cl. (3) Given the product [N+:7]([O-:10])([O-:9])=[O:8].[In+3:2].[N+:7]([O-:10])([O-:9])=[O:8].[N+:7]([O-:10])([O-:9])=[O:8], predict the reactants needed to synthesize it. The reactants are: [O-2].[In+3:2].[O-2].[O-2].[In+3].[In].[N+:7]([O-:10])([OH:9])=[O:8].